This data is from Forward reaction prediction with 1.9M reactions from USPTO patents (1976-2016). The task is: Predict the product of the given reaction. (1) Given the reactants [CH:1]1([NH:4][C:5]([C:7]2[C:15]3[CH:14]=[C:13]([C:16]4[C:21](F)=[CH:20][N:19]=[C:18]([NH:23]CCCC5CCNCC5)[N:17]=4)[S:12][C:11]=3[CH:10]=[CH:9][CH:8]=2)=[O:6])CC1.[ClH:33].Cl.C1(NC(C2C3C=C(C4C(F)=CN=C(NC[CH2:59][CH2:60][CH:61]5[CH2:66][CH2:65][N:64]([CH3:67])[CH2:63][CH2:62]5)N=4)SC=3C=CC=2)=O)CC1.CNC(C1C2C=C(C3C([Cl:87])=CN=C(Cl)N=3)SC=2C=CC=1)=O, predict the reaction product. The product is: [ClH:87].[ClH:33].[CH3:1][NH:4][C:5]([C:7]1[C:15]2[CH:14]=[C:13]([C:16]3[C:21]([Cl:87])=[CH:20][N:19]=[C:18]([NH:23][CH2:59][CH2:60][CH:61]4[CH2:66][CH2:65][N:64]([CH3:67])[CH2:63][CH2:62]4)[N:17]=3)[S:12][C:11]=2[CH:10]=[CH:9][CH:8]=1)=[O:6]. (2) The product is: [CH2:1]([O:8][N:9]1[C:15](=[O:16])[N:14]2[CH2:17][C@H:10]1[CH2:11][CH2:12][C@H:13]2[C:18]([NH:21][O:22][CH2:23][CH:24]1[CH2:30][N:29]([C:31]([O:33][C:34]([CH3:37])([CH3:36])[CH3:35])=[O:32])[CH2:28][CH2:27][CH2:26][O:25]1)=[O:20])[C:2]1[CH:3]=[CH:4][CH:5]=[CH:6][CH:7]=1. Given the reactants [CH2:1]([O:8][N:9]1[C:15](=[O:16])[N:14]2[CH2:17][C@H:10]1[CH2:11][CH2:12][C@H:13]2[C:18]([OH:20])=O)[C:2]1[CH:7]=[CH:6][CH:5]=[CH:4][CH:3]=1.[NH2:21][O:22][CH2:23][CH:24]1[CH2:30][N:29]([C:31]([O:33][C:34]([CH3:37])([CH3:36])[CH3:35])=[O:32])[CH2:28][CH2:27][CH2:26][O:25]1.ON1C2C=CC=CC=2N=N1.Cl.C(N=C=NCCCN(C)C)C, predict the reaction product. (3) Given the reactants [F:1][C:2]1[CH:7]=[CH:6][CH:5]=[C:4]([F:8])[C:3]=1[NH:9][C:10]([C:12]1[CH:16]=[CH:15][NH:14][N:13]=1)=[O:11].C(=O)([O-])[O-].[K+].[K+].Br[CH2:24][C:25]1[CH:30]=[CH:29][CH:28]=[CH:27][C:26]=1[O:31][CH2:32][CH3:33], predict the reaction product. The product is: [F:1][C:2]1[CH:7]=[CH:6][CH:5]=[C:4]([F:8])[C:3]=1[NH:9][C:10]([C:12]1[CH:16]=[CH:15][N:14]([CH2:24][C:25]2[CH:30]=[CH:29][CH:28]=[CH:27][C:26]=2[O:31][CH2:32][CH3:33])[N:13]=1)=[O:11].